Dataset: Full USPTO retrosynthesis dataset with 1.9M reactions from patents (1976-2016). Task: Predict the reactants needed to synthesize the given product. (1) Given the product [CH:1]1([N:6]2[CH2:12][C:11]([F:13])([F:14])[C:10](=[O:15])[N:9]([CH3:16])[C:8]3[CH:17]=[N:18][C:19]([NH:21][C:22]4[CH:30]=[CH:29][C:25]([C:26]([NH:33][CH3:37])=[O:27])=[CH:24][C:23]=4[F:31])=[N:20][C:7]2=3)[CH2:5][CH2:4][CH2:3][CH2:2]1, predict the reactants needed to synthesize it. The reactants are: [CH:1]1([N:6]2[CH2:12][C:11]([F:14])([F:13])[C:10](=[O:15])[N:9]([CH3:16])[C:8]3[CH:17]=[N:18][C:19]([NH:21][C:22]4[CH:30]=[CH:29][C:25]([C:26](O)=[O:27])=[CH:24][C:23]=4[F:31])=[N:20][C:7]2=3)[CH2:5][CH2:4][CH2:3][CH2:2]1.O[N:33]1[C:37]2C=CC=CC=2N=N1.F[P-](F)(F)(F)(F)F.CN(C(N(C)C)=[N+]1C2C=CC=CC=2[N+]([O-])=N1)C.C(N(C(C)C)CC)(C)C.Cl.CN. (2) Given the product [F:8][C:6]1[CH:5]=[C:4]([CH2:9][C:10]([NH:14][C@H:15]([C:17]([O:19][CH3:20])=[O:18])[CH3:16])=[O:12])[CH:3]=[C:2]([F:1])[CH:7]=1, predict the reactants needed to synthesize it. The reactants are: [F:1][C:2]1[CH:3]=[C:4]([CH2:9][C:10]([OH:12])=O)[CH:5]=[C:6]([F:8])[CH:7]=1.Cl.[NH2:14][CH:15]([C:17]([OH:19])=[O:18])[CH3:16].[CH3:20]CN(C(C)C)C(C)C.C1CCC(N=C=NC2CCCCC2)CC1. (3) Given the product [C:1]([Si:5]([CH3:18])([CH3:17])[O:6][C:7]1[CH:16]=[CH:15][C:10]2[C:11]([O:14][S:28]([C:31]([F:34])([F:33])[F:32])(=[O:30])=[O:29])=[CH:12][O:13][C:9]=2[CH:8]=1)([CH3:4])([CH3:3])[CH3:2], predict the reactants needed to synthesize it. The reactants are: [C:1]([Si:5]([CH3:18])([CH3:17])[O:6][C:7]1[CH:16]=[CH:15][C:10]2[C:11](=[O:14])[CH2:12][O:13][C:9]=2[CH:8]=1)([CH3:4])([CH3:3])[CH3:2].CCN(C(C)C)C(C)C.[S:28](O[S:28]([C:31]([F:34])([F:33])[F:32])(=[O:30])=[O:29])([C:31]([F:34])([F:33])[F:32])(=[O:30])=[O:29]. (4) Given the product [CH3:23][N:12]([CH2:11][C:9]1[N:10]=[C:6]2[CH:5]=[CH:4][CH:3]=[C:2]([NH:24][CH2:25][CH2:26][N:27]3[CH2:31][CH2:30][CH2:29][CH2:28]3)[N:7]2[CH:8]=1)[C@@H:13]1[C:22]2[N:21]=[CH:20][CH:19]=[CH:18][C:17]=2[CH2:16][CH2:15][CH2:14]1, predict the reactants needed to synthesize it. The reactants are: F[C:2]1[N:7]2[CH:8]=[C:9]([CH2:11][N:12]([CH3:23])[C@@H:13]3[C:22]4[N:21]=[CH:20][CH:19]=[CH:18][C:17]=4[CH2:16][CH2:15][CH2:14]3)[N:10]=[C:6]2[CH:5]=[CH:4][CH:3]=1.[NH2:24][CH2:25][CH2:26][N:27]1[CH2:31][CH2:30][CH2:29][CH2:28]1. (5) Given the product [Cl:1][C:2]1[CH:3]=[C:4]([CH:18]=[C:19]([Cl:21])[CH:20]=1)[O:5][C:6]1[C:7]([CH2:16][CH3:17])=[N:8][N:9]([CH2:13][CH2:14][NH:15][C:37](=[O:38])[CH2:36][O:35][CH3:34])[C:10]=1[CH2:11][CH3:12], predict the reactants needed to synthesize it. The reactants are: [Cl:1][C:2]1[CH:3]=[C:4]([CH:18]=[C:19]([Cl:21])[CH:20]=1)[O:5][C:6]1[C:7]([CH2:16][CH3:17])=[N:8][N:9]([CH2:13][CH2:14][NH2:15])[C:10]=1[CH2:11][CH3:12].Cl.CN(C)CCCN=C=NCC.[CH3:34][O:35][CH2:36][C:37](O)=[O:38]. (6) Given the product [ClH:19].[N:4]1[CH:5]([CH:6]2[CH2:11][O:10][CH2:9][CH2:8][NH:7]2)[N:1]=[N:2][N:3]=1, predict the reactants needed to synthesize it. The reactants are: [N:1]1[CH:5]([CH:6]2[CH2:11][O:10][CH2:9][CH2:8][N:7]2C(OC(C)(C)C)=O)[N:4]=[N:3][N:2]=1.[ClH:19]. (7) Given the product [C:23]([O:1][CH2:2][C:3]1[N:4]=[C:5]([S:8][CH2:9][CH2:10][C:11]([F:15])=[C:12]([F:14])[F:13])[O:6][CH:7]=1)(=[O:25])[CH3:24], predict the reactants needed to synthesize it. The reactants are: [OH:1][CH2:2][C:3]1[N:4]=[C:5]([S:8][CH2:9][CH2:10][C:11]([F:15])=[C:12]([F:14])[F:13])[O:6][CH:7]=1.C(N(CC)CC)C.[C:23](Cl)(=[O:25])[CH3:24]. (8) Given the product [CH3:17][O:16][C:14]([C@@H:11]1[CH2:20][N:22]2[C@H:25]3[CH2:26][C@H:27]3[CH2:28][C@@H:23]2[CH2:24][N:10]1[CH2:3][C:4]1[CH:9]=[CH:8][CH:7]=[CH:6][CH:5]=1)=[O:15], predict the reactants needed to synthesize it. The reactants are: Cl.Cl.[CH2:3]([NH:10][CH3:11])[C:4]1[CH:9]=[CH:8][CH:7]=[CH:6][CH:5]=1.BrC(CBr)[C:14]([O:16][CH3:17])=[O:15].[CH2:20]([N:22]([CH2:25][CH3:26])[CH2:23][CH3:24])C.[C:27]1(C)C=CC=C[CH:28]=1.